From a dataset of Catalyst prediction with 721,799 reactions and 888 catalyst types from USPTO. Predict which catalyst facilitates the given reaction. (1) Reactant: C[O:2][C:3](=[O:31])[CH:4]=[C:5]([C:7]1[CH:8]=[CH:9][C:10]2[O:14][N:13]=[C:12]([C:15]3[CH:20]=[C:19]([CH:21]([CH3:23])[CH3:22])[CH:18]=[C:17]([CH:24]([CH3:26])[CH3:25])[C:16]=3[O:27][CH2:28][CH3:29])[C:11]=2[CH:30]=1)[CH3:6].Cl. Product: [CH2:28]([O:27][C:16]1[C:17]([CH:24]([CH3:26])[CH3:25])=[CH:18][C:19]([CH:21]([CH3:22])[CH3:23])=[CH:20][C:15]=1[C:12]1[C:11]2[CH:30]=[C:7]([C:5]([CH3:6])=[CH:4][C:3]([OH:31])=[O:2])[CH:8]=[CH:9][C:10]=2[O:14][N:13]=1)[CH3:29]. The catalyst class is: 273. (2) Reactant: Cl[C:2]1[C:3]2[C:4](=[CH:16][N:17](CC3C=CC(OC)=CC=3)[N:18]=2)[N:5]=[C:6]([C:8]2[CH:13]=[CH:12][CH:11]=[CH:10][C:9]=2[O:14][CH3:15])[N:7]=1.[O:28]1[CH2:33][CH2:32][N:31]([C:34]2[CH:40]=[CH:39][C:37]([NH2:38])=[CH:36][CH:35]=2)[CH2:30][CH2:29]1.Cl. Product: [CH3:15][O:14][C:9]1[CH:10]=[CH:11][CH:12]=[CH:13][C:8]=1[C:6]1[N:7]=[C:2]([NH:38][C:37]2[CH:36]=[CH:35][C:34]([N:31]3[CH2:32][CH2:33][O:28][CH2:29][CH2:30]3)=[CH:40][CH:39]=2)[C:3]2[NH:18][N:17]=[CH:16][C:4]=2[N:5]=1. The catalyst class is: 71. (3) Reactant: [Cl:1][C:2]1[CH:3]=[C:4]([C:12]2[S:13][C:14]([C:17]3[C:18]([CH2:26][CH3:27])=[C:19]([CH2:23]C=O)[CH:20]=[CH:21][CH:22]=3)=[CH:15][N:16]=2)[CH:5]=[CH:6][C:7]=1[O:8][CH:9]([CH3:11])[CH3:10].[C:28](O)(=O)C.C([O-])(=O)C.[Na+].Cl.[CH3:38][NH:39][CH2:40][C:41]([O:43][CH3:44])=[O:42]. Product: [Cl:1][C:2]1[CH:3]=[C:4]([C:12]2[S:13][C:14]([C:17]3[C:18]([CH2:26][CH3:27])=[C:19]([CH2:23][CH2:38][N:39]([CH3:28])[CH2:40][C:41]([O:43][CH3:44])=[O:42])[CH:20]=[CH:21][CH:22]=3)=[CH:15][N:16]=2)[CH:5]=[CH:6][C:7]=1[O:8][CH:9]([CH3:11])[CH3:10]. The catalyst class is: 8. (4) Reactant: [Cl:1][C:2]1[CH:17]=[C:16]([N+:18]([O-])=O)[CH:15]=[CH:14][C:3]=1[O:4][C:5]1[CH:13]=[C:12]2[C:8]([CH:9]=[N:10][NH:11]2)=[CH:7][CH:6]=1.[Cl-].[Ca+2].[Cl-].O. Product: [Cl:1][C:2]1[CH:17]=[C:16]([CH:15]=[CH:14][C:3]=1[O:4][C:5]1[CH:13]=[C:12]2[C:8]([CH:9]=[N:10][NH:11]2)=[CH:7][CH:6]=1)[NH2:18]. The catalyst class is: 8. (5) Reactant: C[O:2][C:3]([CH2:5][O:6][C:7]1[CH:8]=[C:9]([CH:12]=[CH:13][CH:14]=1)[CH:10]=O)=[O:4].[C:15]([C:18]1[C:19](=[O:25])[NH:20][C:21]([CH3:24])=[CH:22][CH:23]=1)(=[O:17])[CH3:16].[OH-].[Na+].Cl. Product: [C:3]([CH2:5][O:6][C:7]1[CH:8]=[C:9]([CH:10]=[CH:16][C:15]([C:18]2[C:19](=[O:25])[NH:20][C:21]([CH3:24])=[CH:22][CH:23]=2)=[O:17])[CH:12]=[CH:13][CH:14]=1)([OH:2])=[O:4]. The catalyst class is: 8. (6) Reactant: [CH2:1]([O:8][N:9]([C@H:22]1[CH2:27][N:26]([C:28]([O:30][C:31]([CH3:34])([CH3:33])[CH3:32])=[O:29])[C@H:25]([C:35](=[S:37])[NH2:36])[CH2:24][CH2:23]1)[S:10]([C:13]1[CH:18]=[CH:17][CH:16]=[CH:15][C:14]=1[N+:19]([O-:21])=[O:20])(=[O:12])=[O:11])[C:2]1[CH:7]=[CH:6][CH:5]=[CH:4][CH:3]=1.CO[CH:40](OC)[N:41]([CH3:43])[CH3:42]. Product: [CH2:1]([O:8][N:9]([C@H:22]1[CH2:27][N:26]([C:28]([O:30][C:31]([CH3:33])([CH3:34])[CH3:32])=[O:29])[C@H:25]([C:35](=[S:37])/[N:36]=[CH:40]/[N:41]([CH3:43])[CH3:42])[CH2:24][CH2:23]1)[S:10]([C:13]1[CH:18]=[CH:17][CH:16]=[CH:15][C:14]=1[N+:19]([O-:21])=[O:20])(=[O:11])=[O:12])[C:2]1[CH:7]=[CH:6][CH:5]=[CH:4][CH:3]=1. The catalyst class is: 12.